The task is: Regression/Classification. Given a drug SMILES string, predict its absorption, distribution, metabolism, or excretion properties. Task type varies by dataset: regression for continuous measurements (e.g., permeability, clearance, half-life) or binary classification for categorical outcomes (e.g., BBB penetration, CYP inhibition). Dataset: cyp1a2_veith.. This data is from CYP1A2 inhibition data for predicting drug metabolism from PubChem BioAssay. (1) The molecule is CC(C)CO/N=C1/C[C@@H](O)[C@@H](O)[C@@H]2[C@@H]3C(=O)N(C(C)(C)C)C(=O)[C@H]3CC[C@@H]12. The result is 0 (non-inhibitor). (2) The compound is C/C(=N\OCc1cccc(Cl)c1Cl)c1ccc(CC#N)s1. The result is 1 (inhibitor). (3) The compound is CCCn1nc(C(=O)NCC(C)(C)N2CCOCC2)c2ccccc2c1=O. The result is 0 (non-inhibitor). (4) The drug is CN1c2ccccc2C(O)=C(C(=O)Nc2ccccc2)S1(=O)=O. The result is 0 (non-inhibitor). (5) The result is 0 (non-inhibitor). The molecule is NCC(=O)NC1(C(=O)O)CCCC1. (6) The drug is COc1ccccc1N1CCN(CCCCNS(=O)(=O)c2cccc3c(N(C)C)cccc23)CC1. The result is 0 (non-inhibitor).